This data is from Reaction yield outcomes from USPTO patents with 853,638 reactions. The task is: Predict the reaction yield, written as a fraction of the theoretical maximum amount of product (1.0 means a 100% yield; for example, 0.34 means a 34% yield). The reactants are C[N:2]1[CH2:7][CH2:6][O:5][CH2:4][CH2:3]1.CN(C(ON1N=NC2C=CC=NC1=2)=[N+](C)C)C.F[P-](F)(F)(F)(F)F.CN1CCNCC1.[I:39][C:40]1[N:44]2[CH:45]=[C:46]([C:49]3[CH:57]=[CH:56][C:52]([C:53]([OH:55])=O)=[CH:51][CH:50]=3)[N:47]=[CH:48][C:43]2=[N:42][CH:41]=1. The catalyst is CN(C=O)C.O. The product is [I:39][C:40]1[N:44]2[CH:45]=[C:46]([C:49]3[CH:50]=[CH:51][C:52]([C:53]([N:2]4[CH2:7][CH2:6][O:5][CH2:4][CH2:3]4)=[O:55])=[CH:56][CH:57]=3)[N:47]=[CH:48][C:43]2=[N:42][CH:41]=1. The yield is 0.860.